From a dataset of Peptide-MHC class I binding affinity with 185,985 pairs from IEDB/IMGT. Regression. Given a peptide amino acid sequence and an MHC pseudo amino acid sequence, predict their binding affinity value. This is MHC class I binding data. (1) The peptide sequence is ESALNISGY. The MHC is HLA-A29:02 with pseudo-sequence HLA-A29:02. The binding affinity (normalized) is 0.0317. (2) The peptide sequence is LVNHYFQTR. The MHC is HLA-A03:01 with pseudo-sequence HLA-A03:01. The binding affinity (normalized) is 0.0613. (3) The peptide sequence is ELIDGISLGL. The MHC is HLA-A26:01 with pseudo-sequence HLA-A26:01. The binding affinity (normalized) is 0.426.